From a dataset of Experimentally validated miRNA-target interactions with 360,000+ pairs, plus equal number of negative samples. Binary Classification. Given a miRNA mature sequence and a target amino acid sequence, predict their likelihood of interaction. (1) The miRNA is hsa-miR-10a-3p with sequence CAAAUUCGUAUCUAGGGGAAUA. The protein sequence of the target gene is MGFPAAALLCALCCGLLAPAARAGYSEERCSWRGSGLTQEPGSVGQLALACAEGAVEWLYPAGALRLTLGGPDPRARPGIACLRPVRPFAGAQVFAERAGGALELLLAEGPGPAGGRCVRWGPRERRALFLQATPHQDISRRVAAFRFELREDGRPELPPQAHGLGVDGACRPCSDAELLLAACTSDFVIHGIIHGVTHDVELQESVITVVAARVLRQTPPLFQAGRSGDQGLTSIRTPLRCGVHPGPGTFLFMGWSRFGEARLGCAPRFQEFRRAYEAARAAHLHPCEVALH. Result: 0 (no interaction). (2) The miRNA is hsa-miR-548e-3p with sequence AAAAACUGAGACUACUUUUGCA. The protein sequence of the target gene is MSQKSWIESTLTKRECVYIIPSSKDPHRCLPGCQICQQLVRCFCGRLVKQHACFTASLAMKYSDVKLGEHFNQAIEEWSVEKHTEQSPTDAYGVINFQGGSHSYRAKYVRLSYDTKPEIILQLLLKEWQMELPKLVISVHGGMQKFELHPRIKQLLGKGLIKAAVTTGAWILTGGVNTGVAKHVGDALKEHASRSSRKICTIGIAPWGVIENRNDLVGRDVVAPYQTLLNPLSKLNVLNNLHSHFILVDDGTVGKYGAEVRLRRELEKTINQQRIHARIGQGVPVVALIFEGGPNVILTV.... Result: 0 (no interaction). (3) The miRNA is hsa-miR-541-3p with sequence UGGUGGGCACAGAAUCUGGACU. The protein sequence of the target gene is MSVSVLSPSRLLGDVSGILQAASLLILLLLLIKAVQLYLHRQWLLKALQQFPCPPSHWLFGHIQELQQDQELQRIQKWVETFPSACPHWLWGGKVRVQLYDPDYMKVILGRSDPKSHGSYRFLAPWIGYGLLLLNGQTWFQHRRMLTPAFHYDILKPYVGLMADSVRVMLDKWEELLGQDSPLEVFQHVSLMTLDTIMKCAFSHQGSIQVDRNSQSYIQAISDLNNLVFSRVRNAFHQNDTIYSLTSAGRWTHRACQLAHQHTDQVIQLRKAQLQKEGELEKIKRKRHLDFLDILLLAKM.... Result: 1 (interaction). (4) The miRNA is hsa-miR-718 with sequence CUUCCGCCCCGCCGGGCGUCG. The protein sequence of the target gene is MGKTNSKLAPEVLEDLVQNTEFSEQELKQWYKGFLKDCPSGILNLEEFQQLYIKFFPYGDASKFAQHAFRTFDKNGDGTIDFREFICALSVTSRGSFEQKLNWAFEMYDLDGDGRITRLEMLEIIEAIYKMVGTVIMMRMNQDGLTPQQRVDKIFKKMDQDKDDQITLEEFKEAAKSDPSIVLLLQCDMQK. Result: 0 (no interaction). (5) The miRNA is hsa-miR-6837-5p with sequence ACCAGGGCCAGCAGGGAAUGU. The protein sequence of the target gene is MNREGAPGKSPEEMYIQQKVRVLLMLRKMGSNLTASEEEFLRTYAGVVNSQLSQLPPHSIDQGAEDVVMAFSRSETEDRRQ. Result: 1 (interaction). (6) The miRNA is hsa-miR-6809-3p with sequence CUUCUCUUCUCUCCUUCCCAG. The protein sequence of the target gene is MSLARGHGDTAASTAAPLSEEGEVTSGLQALAVEDTGGPSASAGKAEDEGEGGREETEREGSGGEEAQGEVPSAGGEEPAEEDSEDWCVPCSDEEVELPADGQPWMPPPSEIQRLYELLAAHGTLELQAEILPRRPPTPEAQSEEERSDEEPEAKEEEEEKPHMPTEFDFDDEPVTPKDSLIDRRRTPGSSARSQKREARLDKVLSDMKRHKKLEEQILRTGRDLFSLDSEDPSPASPPLRSSGSSLFPRQRKY. Result: 1 (interaction).